Task: Predict the reactants needed to synthesize the given product.. Dataset: Full USPTO retrosynthesis dataset with 1.9M reactions from patents (1976-2016) The reactants are: [OH:1][C:2]1[CH:3]=[C:4]([C:8]2[N:13]=[C:12]([C:14]([O:16][CH3:17])=[O:15])[CH:11]=[CH:10][CH:9]=2)[CH:5]=[CH:6][CH:7]=1.Br[CH2:19][CH2:20][CH2:21][CH2:22][CH2:23][C:24]([O:26][C:27]([CH3:30])([CH3:29])[CH3:28])=[O:25].C([O-])([O-])=O.[K+].[K+]. Given the product [C:27]([O:26][C:24](=[O:25])[CH2:23][CH2:22][CH2:21][CH2:20][CH2:19][O:1][C:2]1[CH:3]=[C:4]([C:8]2[N:13]=[C:12]([C:14]([O:16][CH3:17])=[O:15])[CH:11]=[CH:10][CH:9]=2)[CH:5]=[CH:6][CH:7]=1)([CH3:30])([CH3:29])[CH3:28], predict the reactants needed to synthesize it.